This data is from NCI-60 drug combinations with 297,098 pairs across 59 cell lines. The task is: Regression. Given two drug SMILES strings and cell line genomic features, predict the synergy score measuring deviation from expected non-interaction effect. (1) Drug 1: C1CC(C1)(C(=O)O)C(=O)O.[NH2-].[NH2-].[Pt+2]. Drug 2: CC(C)CN1C=NC2=C1C3=CC=CC=C3N=C2N. Cell line: HL-60(TB). Synergy scores: CSS=39.6, Synergy_ZIP=-1.37, Synergy_Bliss=-3.51, Synergy_Loewe=-1.17, Synergy_HSA=-4.52. (2) Drug 1: C1=NC2=C(N1)C(=S)N=C(N2)N. Drug 2: C(CCl)NC(=O)N(CCCl)N=O. Cell line: IGROV1. Synergy scores: CSS=22.6, Synergy_ZIP=-5.10, Synergy_Bliss=-2.35, Synergy_Loewe=-2.96, Synergy_HSA=-1.40. (3) Drug 1: CC1=C2C(C(=O)C3(C(CC4C(C3C(C(C2(C)C)(CC1OC(=O)C(C(C5=CC=CC=C5)NC(=O)OC(C)(C)C)O)O)OC(=O)C6=CC=CC=C6)(CO4)OC(=O)C)O)C)O. Drug 2: CC(C)NC(=O)C1=CC=C(C=C1)CNNC.Cl. Cell line: NCI/ADR-RES. Synergy scores: CSS=9.78, Synergy_ZIP=-2.96, Synergy_Bliss=2.71, Synergy_Loewe=10.6, Synergy_HSA=1.20. (4) Drug 1: COC1=C(C=C2C(=C1)N=CN=C2NC3=CC(=C(C=C3)F)Cl)OCCCN4CCOCC4. Drug 2: CC1=C(C(=CC=C1)Cl)NC(=O)C2=CN=C(S2)NC3=CC(=NC(=N3)C)N4CCN(CC4)CCO. Cell line: MDA-MB-231. Synergy scores: CSS=31.6, Synergy_ZIP=2.28, Synergy_Bliss=4.85, Synergy_Loewe=4.30, Synergy_HSA=7.04. (5) Drug 1: CC1=C(N=C(N=C1N)C(CC(=O)N)NCC(C(=O)N)N)C(=O)NC(C(C2=CN=CN2)OC3C(C(C(C(O3)CO)O)O)OC4C(C(C(C(O4)CO)O)OC(=O)N)O)C(=O)NC(C)C(C(C)C(=O)NC(C(C)O)C(=O)NCCC5=NC(=CS5)C6=NC(=CS6)C(=O)NCCC[S+](C)C)O. Drug 2: C1CN(P(=O)(OC1)NCCCl)CCCl. Cell line: PC-3. Synergy scores: CSS=17.6, Synergy_ZIP=-5.74, Synergy_Bliss=0.318, Synergy_Loewe=-40.8, Synergy_HSA=1.45. (6) Drug 1: CS(=O)(=O)OCCCCOS(=O)(=O)C. Drug 2: B(C(CC(C)C)NC(=O)C(CC1=CC=CC=C1)NC(=O)C2=NC=CN=C2)(O)O. Cell line: SK-MEL-2. Synergy scores: CSS=49.8, Synergy_ZIP=-10.3, Synergy_Bliss=-13.2, Synergy_Loewe=-27.3, Synergy_HSA=-8.63. (7) Drug 1: CC1CCC2CC(C(=CC=CC=CC(CC(C(=O)C(C(C(=CC(C(=O)CC(OC(=O)C3CCCCN3C(=O)C(=O)C1(O2)O)C(C)CC4CCC(C(C4)OC)O)C)C)O)OC)C)C)C)OC. Drug 2: C1CNP(=O)(OC1)N(CCCl)CCCl. Cell line: HCC-2998. Synergy scores: CSS=16.8, Synergy_ZIP=-2.69, Synergy_Bliss=4.06, Synergy_Loewe=-17.7, Synergy_HSA=1.90.